This data is from Forward reaction prediction with 1.9M reactions from USPTO patents (1976-2016). The task is: Predict the product of the given reaction. (1) Given the reactants [NH:1]1[C:5]([C:6]2[CH:11]=[CH:10][C:9]([N:12]3[CH2:17][CH2:16][NH:15][CH2:14][CH2:13]3)=[CH:8][CH:7]=2)=[CH:4][CH:3]=[N:2]1.C[C:19]1([C:34](O)=O)[CH2:23][CH:22]2[CH:24]([CH3:33])[C:25]([N+:30]([O-:32])=[O:31])=[C:26]([CH3:29])[C:27]([CH3:28])=[C:21]2[O:20]1.Cl.C[N:39]([CH3:48])CCCN=C=NCC.Cl.[OH:50]N1C2C=CC=CC=2N=N1, predict the reaction product. The product is: [N+:30]([C:25]1[CH:24]([CH3:33])[CH:22]2[CH2:23][C:19]([NH:39][C:48]([N:15]3[CH2:16][CH2:17][N:12]([C:9]4[CH:8]=[CH:7][C:6]([C:5]5[NH:1][N:2]=[CH:3][CH:4]=5)=[CH:11][CH:10]=4)[CH2:13][CH2:14]3)=[O:50])([CH3:34])[O:20][C:21]2=[C:27]([CH3:28])[C:26]=1[CH3:29])([O-:32])=[O:31]. (2) Given the reactants C[O:2][C:3]([C:5]1[CH:10]=[CH:9][C:8]2[CH:11]=[C:12]([C:15](OC)=[O:16])[CH:13]=[CH:14][C:7]=2[CH:6]=1)=O.[H-].[Al+3].[Li+].[H-].[H-].[H-].CO.C(C(C(C([O-])=O)O)O)([O-])=O.[Na+].[K+], predict the reaction product. The product is: [OH:2][CH2:3][C:5]1[CH:10]=[CH:9][C:8]2[C:7](=[CH:14][CH:13]=[C:12]([CH2:15][OH:16])[CH:11]=2)[CH:6]=1. (3) Given the reactants [CH:1]([OH:3])=O.C(OC(=O)C)(=O)C.[Br:11][C:12]1[CH:18]=[CH:17][C:15]([NH2:16])=[CH:14][CH:13]=1, predict the reaction product. The product is: [Br:11][C:12]1[CH:18]=[CH:17][C:15]([NH:16][CH:1]=[O:3])=[CH:14][CH:13]=1. (4) Given the reactants C([O:3][C:4](=[O:23])[C:5]([CH3:22])([O:14][C:15]1[CH:20]=[CH:19][CH:18]=[CH:17][C:16]=1[CH3:21])[CH2:6][C:7]1[CH:12]=[CH:11][C:10]([OH:13])=[CH:9][CH:8]=1)C.[CH3:24][C:25]1[O:29][C:28]([C:30]2[S:31][CH:32]=[CH:33][CH:34]=2)=[N:27][C:26]=1[CH2:35][CH2:36]OS(C1C=CC(C)=CC=1)(=O)=O, predict the reaction product. The product is: [CH3:22][C:5]([O:14][C:15]1[CH:20]=[CH:19][CH:18]=[CH:17][C:16]=1[CH3:21])([CH2:6][C:7]1[CH:8]=[CH:9][C:10]([O:13][CH2:36][CH2:35][C:26]2[N:27]=[C:28]([C:30]3[S:31][CH:32]=[CH:33][CH:34]=3)[O:29][C:25]=2[CH3:24])=[CH:11][CH:12]=1)[C:4]([OH:3])=[O:23].